From a dataset of Reaction yield outcomes from USPTO patents with 853,638 reactions. Predict the reaction yield, written as a fraction of the theoretical maximum amount of product (1.0 means a 100% yield; for example, 0.34 means a 34% yield). (1) The reactants are [F:1][CH:2]([F:6])[C:3](O)=[O:4].CN(C(ON1N=NC2C=CC=CC1=2)=[N+](C)C)C.F[P-](F)(F)(F)(F)F.CCN(C(C)C)C(C)C.[O:40]1[CH2:45][CH2:44][N:43]([C:46]2[N:51]=[C:50]([N:52]3[CH2:57][CH2:56][O:55][CH2:54][CH2:53]3)[N:49]=[C:48]([C:58]3[CH:64]=[CH:63][C:61]([NH2:62])=[CH:60][CH:59]=3)[N:47]=2)[CH2:42][CH2:41]1. The catalyst is CN(C=O)C. The product is [N:43]1([C:46]2[N:51]=[C:50]([N:52]3[CH2:57][CH2:56][O:55][CH2:54][CH2:53]3)[N:49]=[C:48]([C:58]3[CH:64]=[CH:63][C:61]([NH:62][C:3](=[O:4])[CH:2]([F:6])[F:1])=[CH:60][CH:59]=3)[N:47]=2)[CH2:42][CH2:41][O:40][CH2:45][CH2:44]1. The yield is 0.460. (2) The reactants are [F:1][C:2]1[CH:10]=[C:9]([CH3:11])[C:8]([F:12])=[CH:7][C:3]=1[C:4]([OH:6])=[O:5].[CH2:13](O)[CH3:14]. The catalyst is S(Cl)(Cl)=O. The product is [F:1][C:2]1[CH:10]=[C:9]([CH3:11])[C:8]([F:12])=[CH:7][C:3]=1[C:4]([O:6][CH2:13][CH3:14])=[O:5]. The yield is 0.860. (3) The reactants are [NH:1]1[CH2:6][CH2:5][CH:4]([NH:7][C:8](=[O:14])[O:9][C:10]([CH3:13])([CH3:12])[CH3:11])[CH2:3][CH2:2]1.Br[C:16]1[CH:21]=[CH:20][CH:19]=[CH:18][N:17]=1.CC1(C)C2C(=C(P(C3C=CC=CC=3)C3C=CC=CC=3)C=CC=2)OC2C(P(C3C=CC=CC=3)C3C=CC=CC=3)=CC=CC1=2.C([O-])([O-])=O.[Cs+].[Cs+]. The catalyst is CCOC(C)=O.O.C1C=CC(/C=C/C(/C=C/C2C=CC=CC=2)=O)=CC=1.C1C=CC(/C=C/C(/C=C/C2C=CC=CC=2)=O)=CC=1.C1C=CC(/C=C/C(/C=C/C2C=CC=CC=2)=O)=CC=1.[Pd].[Pd]. The product is [N:17]1[CH:18]=[CH:19][CH:20]=[CH:21][C:16]=1[N:1]1[CH2:2][CH2:3][CH:4]([NH:7][C:8](=[O:14])[O:9][C:10]([CH3:11])([CH3:13])[CH3:12])[CH2:5][CH2:6]1. The yield is 0.310.